This data is from Catalyst prediction with 721,799 reactions and 888 catalyst types from USPTO. The task is: Predict which catalyst facilitates the given reaction. (1) Reactant: CC1C=CC(S(OCC2CC3C(F)=CC=C(C4C=CC=CC=4C)C=3O2)(=O)=O)=CC=1.[N-]=[N+]=[N-].[Na+].N(CC1CC2C=C(Cl)C=C(C3C=CSC=3)C=2O1)=[N+]=[N-].[N:53]([CH2:56][CH:57]1[CH2:61][C:60]2[C:62]([F:73])=[CH:63][CH:64]=[C:65]([C:66]3[CH:71]=[CH:70][CH:69]=[CH:68][C:67]=3[CH3:72])[C:59]=2[O:58]1)=[N+]=[N-].[N-]=[N+]=[N-]. Product: [F:73][C:62]1[C:60]2[CH2:61][CH:57]([CH2:56][NH2:53])[O:58][C:59]=2[C:65]([C:66]2[CH:71]=[CH:70][CH:69]=[CH:68][C:67]=2[CH3:72])=[CH:64][CH:63]=1. The catalyst class is: 45. (2) Reactant: [NH2:1][C:2]([CH3:31])([CH3:30])[C:3]([N:5]1[CH2:10][CH2:9][N:8]2[C:11]([NH:21][C:22]3[CH:27]=[CH:26][C:25]([F:28])=[C:24]([F:29])[CH:23]=3)=[C:12]([C:14]3[CH:19]=[CH:18][C:17]([F:20])=[CH:16][CH:15]=3)[N:13]=[C:7]2[CH2:6]1)=[O:4]. Product: [F:29][C:24]1[CH:23]=[C:22]([NH:21][C:11]2[N:8]3[C:7]([CH:6]4[NH:1][C:2]([CH3:31])([CH3:30])[C:3](=[O:4])[N:5]4[CH2:10][CH2:9]3)=[N:13][C:12]=2[C:14]2[CH:19]=[CH:18][C:17]([F:20])=[CH:16][CH:15]=2)[CH:27]=[CH:26][C:25]=1[F:28]. The catalyst class is: 697. (3) Reactant: [C:1]([C@:3]1([CH3:17])[CH2:7][O:6][C:5]([CH3:9])([CH3:8])[N:4]1[C:10]([O:12][C:13]([CH3:16])([CH3:15])[CH3:14])=[O:11])#[N:2].Cl.C(N(CC)CC)C.[N-:26]=[N+:27]=[N-:28].[Na+]. Product: [CH3:8][C:5]1([CH3:9])[N:4]([C:10]([O:12][C:13]([CH3:16])([CH3:15])[CH3:14])=[O:11])[C@:3]([CH3:17])([C:1]2[N:26]=[N:27][NH:28][N:2]=2)[CH2:7][O:6]1. The catalyst class is: 11. (4) Reactant: [C:1]([O:5][C:6]([NH:8][C@H:9]([C:13]1[CH:18]=[CH:17][CH:16]=[CH:15][CH:14]=1)[C:10]([OH:12])=O)=[O:7])([CH3:4])([CH3:3])[CH3:2].C(N=C=NCCCN(C)C)C.[NH2:30][C:31]1[CH:39]=[CH:38][CH:37]=[CH:36][C:32]=1[C:33]([OH:35])=[O:34].C(N(CC)CC)C. Product: [C:1]([O:5][C:6]([NH:8][C@H:9]([C:13]1[CH:18]=[CH:17][CH:16]=[CH:15][CH:14]=1)[C:10]([NH:30][C:31]1[CH:39]=[CH:38][CH:37]=[CH:36][C:32]=1[C:33]([OH:35])=[O:34])=[O:12])=[O:7])([CH3:2])([CH3:3])[CH3:4]. The catalyst class is: 119. (5) Reactant: [Br:1][C:2]1[CH:7]=[CH:6][CH:5]=[C:4]([CH3:8])[C:3]=1[OH:9].C([O-])([O-])=O.[K+].[K+].[C:16]([C:18]1[CH:19]=[C:20]([S:25]([NH:28][C:29]2[S:33][N:32]=[CH:31][N:30]=2)(=[O:27])=[O:26])[CH:21]=[CH:22][C:23]=1F)#[N:17].Cl. Product: [C:16]([C:18]1[CH:19]=[C:20]([S:25]([NH:28][C:29]2[S:33][N:32]=[CH:31][N:30]=2)(=[O:27])=[O:26])[CH:21]=[CH:22][C:23]=1[O:9][C:3]1[C:4]([CH3:8])=[CH:5][CH:6]=[CH:7][C:2]=1[Br:1])#[N:17]. The catalyst class is: 3. (6) Reactant: [NH2:1][C:2]1(C)[CH:7]=C[CH:5]=[N:4][CH2:3]1.C(=O)([O-])[O-].[Cs+].[Cs+].CC1(C)C2C(=C(P(C3C=CC=CC=3)C3C=CC=CC=3)C=CC=2)OC2C(P(C3C=CC=CC=3)C3C=CC=CC=3)=CC=CC1=2.Cl[C:58]1[N:63]=[C:62]([NH:64][CH:65]2[CH2:70][CH2:69][N:68]([C:71]([O:73][CH2:74][C:75]3[CH:80]=[CH:79][CH:78]=[CH:77][CH:76]=3)=[O:72])[CH2:67][CH:66]2[N:81]2[C:89](=[O:90])[C:88]3[C:83](=[CH:84][CH:85]=[CH:86][CH:87]=3)[C:82]2=[O:91])[C:61]([F:92])=[CH:60][C:59]=1[C:93]#[N:94].O1[CH2:100][CH2:99]OCC1. Product: [C:93]([C:59]1[CH:60]=[C:61]([F:92])[C:62]([NH:64][CH:65]2[CH2:70][CH2:69][N:68]([C:71]([O:73][CH2:74][C:75]3[CH:76]=[CH:77][CH:78]=[CH:79][CH:80]=3)=[O:72])[CH2:67][CH:66]2[N:81]2[C:82](=[O:91])[C:83]3[C:88](=[CH:87][CH:86]=[CH:85][CH:84]=3)[C:89]2=[O:90])=[N:63][C:58]=1[NH:1][C:2]1[CH:3]=[N:4][CH:5]=[C:99]([CH3:100])[CH:7]=1)#[N:94]. The catalyst class is: 110. (7) Reactant: [CH3:1][C:2]1([CH3:37])[CH2:7][CH:6]([NH:8][C:9]2[N:14]=[C:13]([C:15]3[CH:20]=[CH:19][C:18]([CH2:21][CH2:22][CH2:23]OS(C4C=CC(C)=CC=4)(=O)=O)=[CH:17][CH:16]=3)[CH:12]=[CH:11][N:10]=2)[CH2:5][C:4]([CH3:36])([CH3:35])[NH:3]1.[NH3:38]. Product: [NH2:38][CH2:23][CH2:22][CH2:21][C:18]1[CH:17]=[CH:16][C:15]([C:13]2[CH:12]=[CH:11][N:10]=[C:9]([NH:8][CH:6]3[CH2:5][C:4]([CH3:36])([CH3:35])[NH:3][C:2]([CH3:37])([CH3:1])[CH2:7]3)[N:14]=2)=[CH:20][CH:19]=1. The catalyst class is: 5.